From a dataset of Catalyst prediction with 721,799 reactions and 888 catalyst types from USPTO. Predict which catalyst facilitates the given reaction. Reactant: [Cl:1][C:2]1[CH:15]=[CH:14][C:13]([I:16])=[CH:12][C:3]=1[CH2:4][C:5]1[CH:10]=[CH:9][C:8]([OH:11])=[CH:7][CH:6]=1.C(N(CC)CC)C.[Cl-].[C:25]([SiH:29]([CH3:31])[CH3:30])([CH3:28])([CH3:27])[CH3:26].O. Product: [Cl:1][C:2]1[CH:15]=[CH:14][C:13]([I:16])=[CH:12][C:3]=1[CH2:4][C:5]1[CH:6]=[CH:7][C:8]([O:11][Si:29]([C:25]([CH3:28])([CH3:27])[CH3:26])([CH3:31])[CH3:30])=[CH:9][CH:10]=1. The catalyst class is: 172.